Dataset: Forward reaction prediction with 1.9M reactions from USPTO patents (1976-2016). Task: Predict the product of the given reaction. (1) Given the reactants [OH:1][C:2]([C:14]1[CH:19]=[CH:18][CH:17]=[C:16]([OH:20])[CH:15]=1)([C:8]1[CH:13]=[CH:12][CH:11]=[CH:10][CH:9]=1)[C:3]([O:5][CH2:6][CH3:7])=[O:4].C(=O)([O-])[O-].[K+].[K+].Cl[CH2:28][CH2:29][CH2:30][CH2:31][CH:32]1[O:36][CH2:35][CH2:34][O:33]1.S([O-])(O)(=O)=O.[K+], predict the reaction product. The product is: [O:33]1[CH2:34][CH2:35][O:36][CH:32]1[CH2:31][CH2:30][CH2:29][CH2:28][O:20][C:16]1[CH:15]=[C:14]([C:2]([OH:1])([C:8]2[CH:13]=[CH:12][CH:11]=[CH:10][CH:9]=2)[C:3]([O:5][CH2:6][CH3:7])=[O:4])[CH:19]=[CH:18][CH:17]=1. (2) Given the reactants [CH3:1][O:2][C:3](=[O:18])[C:4]1[CH:9]=[CH:8][C:7]([O:10][CH3:11])=[C:6]([S:12]C(=O)N(C)C)[CH:5]=1.CO[Na], predict the reaction product. The product is: [CH3:1][O:2][C:3](=[O:18])[C:4]1[CH:9]=[CH:8][C:7]([O:10][CH3:11])=[C:6]([SH:12])[CH:5]=1.